This data is from Full USPTO retrosynthesis dataset with 1.9M reactions from patents (1976-2016). The task is: Predict the reactants needed to synthesize the given product. (1) Given the product [CH2:12]=[CH:13][C:14]1[CH:19]=[CH:18][CH:17]=[CH:16][CH:15]=1.[CH2:1]=[CH:2][C:3](=[CH2:4])[CH3:5].[CH2:1]=[CH:2][C:6]1[CH:11]=[CH:10][CH:9]=[CH:8][CH:7]=1, predict the reactants needed to synthesize it. The reactants are: [CH2:1]=[CH:2][C:3](=[CH2:5])[CH3:4].[CH2:6]1[CH2:11][CH2:10][CH2:9][CH2:8][CH2:7]1.[CH2:12]=[CH:13][C:14]1[CH:19]=[CH:18][CH:17]=[CH:16][CH:15]=1. (2) Given the product [C:21]([O:20][CH2:19][C:3]([CH2:4][O:5][C:6]1[CH:13]=[CH:12][CH:11]=[C:10]([N+:14]([O-:16])=[O:15])[C:7]=1[C:8]#[N:9])([CH2:1][CH3:2])[CH2:17][CH3:18])(=[O:23])[CH3:22], predict the reactants needed to synthesize it. The reactants are: [CH2:1]([C:3]([CH2:19][OH:20])([CH2:17][CH3:18])[CH2:4][O:5][C:6]1[CH:13]=[CH:12][CH:11]=[C:10]([N+:14]([O-:16])=[O:15])[C:7]=1[C:8]#[N:9])[CH3:2].[C:21](Cl)(=[O:23])[CH3:22]. (3) Given the product [C:5]1([N:15]2[C:16](=[S:17])[N:1]=[N:2][NH:3]2)[C:14]2[C:9](=[CH:10][CH:11]=[CH:12][CH:13]=2)[CH:8]=[CH:7][CH:6]=1, predict the reactants needed to synthesize it. The reactants are: [N-:1]=[N+:2]=[N-:3].[Na+].[C:5]1([N:15]=[C:16]=[S:17])[C:14]2[C:9](=[CH:10][CH:11]=[CH:12][CH:13]=2)[CH:8]=[CH:7][CH:6]=1.Cl. (4) Given the product [Cl:17][C:14]1[CH:15]=[CH:44][C:39]([NH:38][C:9](=[O:11])[C:8]2[CH:7]=[CH:6][C:5]([S:2]([CH3:1])(=[O:3])=[O:4])=[CH:13][CH:12]=2)=[CH:40][C:41]=1[C:42]1[CH:43]=[N:35][C:31]2[C:32](=[CH:36][CH:28]=[CH:29][CH:30]=2)[N:33]=1, predict the reactants needed to synthesize it. The reactants are: [CH3:1][S:2]([C:5]1[CH:13]=[CH:12][C:8]([C:9]([OH:11])=O)=[CH:7][CH:6]=1)(=[O:4])=[O:3].[CH2:14]([Cl:17])[CH2:15]Cl.CCN(C(C)C)C(C)C.Cl[C:28]1[CH:29]=[C:30](O)[C:31]2[N:35]=N[NH:33][C:32]=2[CH:36]=1.[NH2:38][C:39]1[CH:44]=[CH:43][CH:42]=[CH:41][CH:40]=1. (5) Given the product [CH3:33][O:29][C:28](=[O:30])[C:27]([C:23]1[CH:24]=[CH:25][CH:26]=[C:21]([C:15]2[CH:14]=[C:13]([NH:12][CH2:11][CH2:10][C:4]3[CH:5]=[CH:6][C:7]([Cl:9])=[CH:8][C:3]=3[Cl:2])[N:18]=[C:17]([O:19][CH3:20])[N:16]=2)[CH:22]=1)([CH3:32])[CH3:31], predict the reactants needed to synthesize it. The reactants are: Cl.[Cl:2][C:3]1[CH:8]=[C:7]([Cl:9])[CH:6]=[CH:5][C:4]=1[CH2:10][CH2:11][NH:12][C:13]1[N:18]=[C:17]([O:19][CH3:20])[N:16]=[C:15]([C:21]2[CH:22]=[C:23]([C:27]([CH3:32])([CH3:31])[C:28]([OH:30])=[O:29])[CH:24]=[CH:25][CH:26]=2)[CH:14]=1.[CH3:33]O. (6) Given the product [CH3:1][O:2][C:3]([C:5]1[CH:14]=[C:13]([OH:15])[C:12]2[C:7](=[C:8]([O:27][CH3:28])[CH:9]=[C:10]([CH2:16][CH2:17][CH3:18])[CH:11]=2)[N:6]=1)=[O:4], predict the reactants needed to synthesize it. The reactants are: [CH3:1][O:2][C:3]([C:5]1[CH:14]=[C:13]([OH:15])[C:12]2[C:7](=[C:8]([O:27][CH2:28]C3C=CC=CC=3)[CH:9]=[C:10]([C:16]#[C:17][CH2:18]OCC3C=CC=CC=3)[CH:11]=2)[N:6]=1)=[O:4].COC(C1C=C(O)C2C(=C(OC)C=C(C=CC)C=2)N=1)=O. (7) The reactants are: [Br:1][C:2]1[C:11]([CH3:12])=[CH:10][C:9]2[C:8]([CH3:14])([CH3:13])[CH:7](O)[CH2:6][C:5]([CH3:17])([CH3:16])[C:4]=2[CH:3]=1.P(Cl)(Cl)(Cl)=O. Given the product [Br:1][C:2]1[C:11]([CH3:12])=[CH:10][C:9]2[C:8]([CH3:14])([CH3:13])[CH:7]=[CH:6][C:5]([CH3:17])([CH3:16])[C:4]=2[CH:3]=1, predict the reactants needed to synthesize it. (8) Given the product [Cl:20][C:21]1[CH:22]=[N:23][CH:24]=[C:25]([Cl:28])[C:26]=1[N:1]1[CH2:6][CH2:5][CH:4]([S:7]([C:10]2[CH:19]=[CH:18][C:17]3[C:12](=[CH:13][CH:14]=[CH:15][CH:16]=3)[N:11]=2)(=[O:9])=[O:8])[CH2:3][CH2:2]1, predict the reactants needed to synthesize it. The reactants are: [NH:1]1[CH2:6][CH2:5][CH:4]([S:7]([C:10]2[CH:19]=[CH:18][C:17]3[C:12](=[CH:13][CH:14]=[CH:15][CH:16]=3)[N:11]=2)(=[O:9])=[O:8])[CH2:3][CH2:2]1.[Cl:20][C:21]1[CH:22]=[N:23][CH:24]=[C:25]([Cl:28])[C:26]=1Cl. (9) Given the product [CH3:36][C:2]1([CH3:1])[CH2:7][CH2:6][CH2:5][C:4]([CH3:9])([CH3:10])[P:3]1[C:11]1[C:16]([O:17][CH3:18])=[CH:15][CH:14]=[C:13]([O:19][CH3:20])[C:12]=1[C:21]1[C:26]([CH:27]([CH3:28])[CH3:29])=[CH:25][C:24]([CH:30]([CH3:32])[CH3:31])=[CH:23][C:22]=1[CH:33]([CH3:35])[CH3:34], predict the reactants needed to synthesize it. The reactants are: [CH3:1][C:2]1([CH3:36])[CH2:7][C:6](=O)[CH2:5][C:4]([CH3:10])([CH3:9])[P:3]1[C:11]1[C:16]([O:17][CH3:18])=[CH:15][CH:14]=[C:13]([O:19][CH3:20])[C:12]=1[C:21]1[C:26]([CH:27]([CH3:29])[CH3:28])=[CH:25][C:24]([CH:30]([CH3:32])[CH3:31])=[CH:23][C:22]=1[CH:33]([CH3:35])[CH3:34].C(O)COCCO.O.NN.[OH-].[K+].